Dataset: Forward reaction prediction with 1.9M reactions from USPTO patents (1976-2016). Task: Predict the product of the given reaction. (1) Given the reactants [C:1]([C:4]1[N:9]=[CH:8][C:7]([C:10]2([C:18]#[N:19])[CH2:15][CH2:14][C:13]([F:17])([F:16])[CH2:12][CH2:11]2)=[CH:6][CH:5]=1)(=[O:3])[CH3:2].[BH4-].[Na+], predict the reaction product. The product is: [NH2:19][CH2:18][C:10]1([C:7]2[CH:6]=[CH:5][C:4]([CH:1]([OH:3])[CH3:2])=[N:9][CH:8]=2)[CH2:15][CH2:14][C:13]([F:17])([F:16])[CH2:12][CH2:11]1. (2) Given the reactants C(Cl)Cl.[C:4]([C:8]1[CH:15]=[CH:14][C:11]([CH2:12][NH2:13])=[CH:10][CH:9]=1)([CH3:7])([CH3:6])[CH3:5].C(N(CC)CC)C.[N:23]1[CH:28]=[CH:27][CH:26]=[CH:25][C:24]=1[S:29](Cl)(=[O:31])=[O:30], predict the reaction product. The product is: [C:4]([C:8]1[CH:9]=[CH:10][C:11]([CH2:12][NH:13][S:29]([C:24]2[CH:25]=[CH:26][CH:27]=[CH:28][N:23]=2)(=[O:31])=[O:30])=[CH:14][CH:15]=1)([CH3:7])([CH3:5])[CH3:6]. (3) Given the reactants [CH2:1]([C:5]1[N:6]=[C:7]([CH3:27])[NH:8][C:9](=[O:26])[C:10]=1[CH2:11][C:12]1[CH:17]=[CH:16][C:15]([C:18]2[C:19]([C:24]#[N:25])=[CH:20][CH:21]=[CH:22][CH:23]=2)=[CH:14][CH:13]=1)[CH2:2][CH2:3][CH3:4].[Cl:28][C:29]1[CH:34]=[CH:33][C:32](B(O)O)=[CH:31][CH:30]=1.C(N(CC)CC)C.N1C=CC=CC=1, predict the reaction product. The product is: [CH2:1]([C:5]1[N:6]=[C:7]([CH3:27])[N:8]([C:32]2[CH:33]=[CH:34][C:29]([Cl:28])=[CH:30][CH:31]=2)[C:9](=[O:26])[C:10]=1[CH2:11][C:12]1[CH:17]=[CH:16][C:15]([C:18]2[C:19]([C:24]#[N:25])=[CH:20][CH:21]=[CH:22][CH:23]=2)=[CH:14][CH:13]=1)[CH2:2][CH2:3][CH3:4].